This data is from hERG potassium channel inhibition data for cardiac toxicity prediction from Karim et al.. The task is: Regression/Classification. Given a drug SMILES string, predict its toxicity properties. Task type varies by dataset: regression for continuous values (e.g., LD50, hERG inhibition percentage) or binary classification for toxic/non-toxic outcomes (e.g., AMES mutagenicity, cardiotoxicity, hepatotoxicity). Dataset: herg_karim. The drug is Cc1cc([C@@H](C)Nc2ccccc2C(=O)O)c2nc(N3CCOCC3)cc(=O)n2c1. The result is 0 (non-blocker).